From a dataset of Reaction yield outcomes from USPTO patents with 853,638 reactions. Predict the reaction yield, written as a fraction of the theoretical maximum amount of product (1.0 means a 100% yield; for example, 0.34 means a 34% yield). The product is [F:1][C:2]1[CH:10]=[CH:9][C:8]([N+:11]([O-:13])=[O:12])=[C:4]([CH:3]=1)[C:5]([OH:7])=[O:6]. The reactants are [F:1][C:2]1[CH:3]=[C:4]([CH:8]=[CH:9][CH:10]=1)[C:5]([OH:7])=[O:6].[N+:11]([O-])([OH:13])=[O:12].O. The yield is 0.930. The catalyst is S(=O)(=O)(O)O.